From a dataset of Reaction yield outcomes from USPTO patents with 853,638 reactions. Predict the reaction yield, written as a fraction of the theoretical maximum amount of product (1.0 means a 100% yield; for example, 0.34 means a 34% yield). (1) The reactants are [CH3:1][S:2](Cl)(=[O:4])=[O:3].[N+:6]([C:9]1[CH:10]=[C:11]2[C:17](=[CH:18][CH:19]=1)[CH:16]1[O:20][CH:12]2[CH2:13][NH:14][CH2:15]1)([O-:8])=[O:7].C(=O)([O-])[O-].[K+].[K+]. The catalyst is C1COCC1. The product is [CH3:1][S:2]([N:14]1[CH2:13][CH:12]2[O:20][CH:16]([C:17]3[C:11]2=[CH:10][C:9]([N+:6]([O-:8])=[O:7])=[CH:19][CH:18]=3)[CH2:15]1)(=[O:4])=[O:3]. The yield is 0.540. (2) The reactants are [F:1][C:2]1[CH:3]=[C:4]([C:21]2[CH:22]=[N:23][N:24]3[CH:29]=[CH:28][C:27]([N:30]4[C@@H:34]([C:35]5[CH:40]=[CH:39][CH:38]=[CH:37][CH:36]=5)[CH2:33][O:32][C:31]4=[O:41])=[N:26][C:25]=23)[CH:5]=[CH:6][C:7]=1[C:8]1[N:12]=[CH:11][N:10](COCC[Si](C)(C)C)[N:9]=1. The catalyst is C(O)(C(F)(F)F)=O. The product is [F:1][C:2]1[CH:3]=[C:4]([C:21]2[CH:22]=[N:23][N:24]3[CH:29]=[CH:28][C:27]([N:30]4[C@@H:34]([C:35]5[CH:40]=[CH:39][CH:38]=[CH:37][CH:36]=5)[CH2:33][O:32][C:31]4=[O:41])=[N:26][C:25]=23)[CH:5]=[CH:6][C:7]=1[C:8]1[N:12]=[CH:11][NH:10][N:9]=1. The yield is 0.254.